Dataset: Full USPTO retrosynthesis dataset with 1.9M reactions from patents (1976-2016). Task: Predict the reactants needed to synthesize the given product. (1) The reactants are: [Br:1][C:2]1[C:3]([C:11]2[CH:16]=[CH:15][CH:14]=[CH:13][CH:12]=2)=[N:4][NH:5][C:6]=1[C:7]([F:10])([F:9])[F:8].C([O-])([O-])=O.[K+].[K+].Cl[CH2:24][C:25]([N:27]1[CH2:32][CH2:31][N:30]([C:33]2[CH:38]=[CH:37][C:36]([Cl:39])=[C:35]([O:40][CH3:41])[CH:34]=2)[CH2:29][CH2:28]1)=[O:26].CN(C=O)C. Given the product [Cl:39][C:36]1[CH:37]=[CH:38][C:33]([N:30]2[CH2:31][CH2:32][N:27]([C:25](=[O:26])[CH2:24][N:5]3[C:6]([C:7]([F:8])([F:10])[F:9])=[C:2]([Br:1])[C:3]([C:11]4[CH:12]=[CH:13][CH:14]=[CH:15][CH:16]=4)=[N:4]3)[CH2:28][CH2:29]2)=[CH:34][C:35]=1[O:40][CH3:41], predict the reactants needed to synthesize it. (2) Given the product [CH3:1][S:4][CH2:5][CH2:6][CH2:7][CH2:8][C:9]1[CH:10]=[C:11]2[C:17]3([CH2:21][CH2:20][N:19]([C:22]([O:24][C:25]([CH3:28])([CH3:27])[CH3:26])=[O:23])[CH2:18]3)[CH2:16][N:15]([C:29]([O:31][CH2:32][CH2:33][Si:34]([CH3:37])([CH3:36])[CH3:35])=[O:30])[C:12]2=[CH:13][CH:14]=1, predict the reactants needed to synthesize it. The reactants are: [C:1]([S:4][CH2:5][CH2:6][CH2:7][CH2:8][C:9]1[CH:10]=[C:11]2[C:17]3([CH2:21][CH2:20][N:19]([C:22]([O:24][C:25]([CH3:28])([CH3:27])[CH3:26])=[O:23])[CH2:18]3)[CH2:16][N:15]([C:29]([O:31][CH2:32][CH2:33][Si:34]([CH3:37])([CH3:36])[CH3:35])=[O:30])[C:12]2=[CH:13][CH:14]=1)(=O)C.[OH-].[Na+].IC.O. (3) Given the product [CH3:29][O:28][CH:25]([O:26][CH3:27])[C:18]1[CH:17]=[C:16]([CH:21]=[CH:20][C:19]=1[N+:22]([O-:24])=[O:23])[O:14][C:10]1[CH:9]=[C:8]([NH2:7])[CH:13]=[CH:12][CH:11]=1, predict the reactants needed to synthesize it. The reactants are: C([O-])([O-])=O.[K+].[K+].[NH2:7][C:8]1[CH:9]=[C:10]([OH:14])[CH:11]=[CH:12][CH:13]=1.Cl[C:16]1[CH:21]=[CH:20][C:19]([N+:22]([O-:24])=[O:23])=[C:18]([CH:25]([O:28][CH3:29])[O:26][CH3:27])[CH:17]=1. (4) Given the product [F:12][C:9]1[CH:10]=[C:11]2[C:6](=[CH:7][CH:8]=1)[N:5]=[C:4]([CH:13]([N:15]1[C:16](=[O:25])[C:17]3[C:22](=[CH:21][CH:20]=[CH:19][CH:18]=3)[C:23]1=[O:24])[CH3:14])[C:3]([C:26]1[CH:27]=[CH:28][CH:29]=[CH:30][CH:31]=1)=[C:2]2[NH:36][CH2:35][CH2:34][O:33][CH3:32], predict the reactants needed to synthesize it. The reactants are: Cl[C:2]1[C:11]2[C:6](=[CH:7][CH:8]=[C:9]([F:12])[CH:10]=2)[N:5]=[C:4]([CH:13]([N:15]2[C:23](=[O:24])[C:22]3[C:17](=[CH:18][CH:19]=[CH:20][CH:21]=3)[C:16]2=[O:25])[CH3:14])[C:3]=1[C:26]1[CH:31]=[CH:30][CH:29]=[CH:28][CH:27]=1.[CH3:32][O:33][CH2:34][CH2:35][NH2:36].C1(P(C2CCCCC2)C2C=CC=CC=2C2C(C(C)C)=CC(C(C)C)=CC=2C(C)C)CCCCC1.CC(C)([O-])C.[Na+]. (5) Given the product [F:24][C:5]1[C:6]([C:8]2[CH:13]=[CH:12][CH:11]=[C:10]([NH:14][CH2:15][C:16]3([C:22]#[N:23])[CH2:21][CH2:20][O:19][CH2:18][CH2:17]3)[N:9]=2)=[CH:7][C:2]([NH:44][C@H:41]2[CH2:40][CH2:39][C@H:38]([NH:37][C@H:35]([CH3:36])[CH2:34][O:33][CH3:32])[CH2:43][CH2:42]2)=[N:3][CH:4]=1, predict the reactants needed to synthesize it. The reactants are: F[C:2]1[CH:7]=[C:6]([C:8]2[CH:13]=[CH:12][CH:11]=[C:10]([NH:14][CH2:15][C:16]3([C:22]#[N:23])[CH2:21][CH2:20][O:19][CH2:18][CH2:17]3)[N:9]=2)[C:5]([F:24])=[CH:4][N:3]=1.C(N(CC)CC)C.[CH3:32][O:33][CH2:34][C@H:35]([NH:37][C@H:38]1[CH2:43][CH2:42][C@H:41]([NH2:44])[CH2:40][CH2:39]1)[CH3:36]. (6) Given the product [C:16]1([CH:22]([C:23]2[CH:24]=[CH:25][CH:26]=[CH:27][CH:28]=2)[N:6]2[CH:7]=[CH:8][C:3]([O:2][CH3:1])=[C:4]([C:10]([O:12][CH3:13])=[O:11])[C:5]2=[O:9])[CH:21]=[CH:20][CH:19]=[CH:18][CH:17]=1, predict the reactants needed to synthesize it. The reactants are: [CH3:1][O:2][C:3]1[CH:8]=[CH:7][NH:6][C:5](=[O:9])[C:4]=1[C:10]([O:12][CH3:13])=[O:11].[H-].[Na+].[C:16]1([CH:22](Br)[C:23]2[CH:28]=[CH:27][CH:26]=[CH:25][CH:24]=2)[CH:21]=[CH:20][CH:19]=[CH:18][CH:17]=1.